Dataset: Full USPTO retrosynthesis dataset with 1.9M reactions from patents (1976-2016). Task: Predict the reactants needed to synthesize the given product. Given the product [CH3:24][C:23]1[CH:22]=[C:21]([CH3:25])[NH:20][C:19](=[O:26])[C:18]=1[CH2:17][NH:16][C:14]([C:4]1[C:5]2[CH:10]=[N:9][N:8]([CH:11]([CH3:13])[CH3:12])[C:6]=2[N:7]=[C:2]([C:35]2[CH:34]=[CH:33][C:32]([S:29]([NH:28][CH3:27])(=[O:30])=[O:31])=[CH:37][CH:36]=2)[CH:3]=1)=[O:15], predict the reactants needed to synthesize it. The reactants are: Cl[C:2]1[CH:3]=[C:4]([C:14]([NH:16][CH2:17][C:18]2[C:19](=[O:26])[NH:20][C:21]([CH3:25])=[CH:22][C:23]=2[CH3:24])=[O:15])[C:5]2[CH:10]=[N:9][N:8]([CH:11]([CH3:13])[CH3:12])[C:6]=2[N:7]=1.[CH3:27][NH:28][S:29]([C:32]1[CH:37]=[CH:36][C:35](B(O)O)=[CH:34][CH:33]=1)(=[O:31])=[O:30].C(=O)(O)[O-].[Na+].O.